From a dataset of Peptide-MHC class II binding affinity with 134,281 pairs from IEDB. Regression. Given a peptide amino acid sequence and an MHC pseudo amino acid sequence, predict their binding affinity value. This is MHC class II binding data. The binding affinity (normalized) is 0. The peptide sequence is KTLILLETFVRVNPD. The MHC is H-2-IAb with pseudo-sequence H-2-IAb.